This data is from Forward reaction prediction with 1.9M reactions from USPTO patents (1976-2016). The task is: Predict the product of the given reaction. (1) Given the reactants I[C:2]1[N:3]=[C:4]([C:20]2[C:25]([CH3:26])=[CH:24][N:23]=[C:22]([NH:27][C:28](=[O:30])[CH3:29])[CH:21]=2)[O:5][C:6]=1[C:7]1[N:11]=[CH:10][N:9](COCC[Si](C)(C)C)[N:8]=1.[Cl:31][C:32]1[CH:37]=[CH:36][CH:35]=[CH:34][C:33]=1B(O)O.C(=O)([O-])[O-].[Cs+].[Cs+], predict the reaction product. The product is: [Cl:31][C:32]1[CH:37]=[CH:36][CH:35]=[CH:34][C:33]=1[C:2]1[N:3]=[C:4]([C:20]2[C:25]([CH3:26])=[CH:24][N:23]=[C:22]([NH:27][C:28](=[O:30])[CH3:29])[CH:21]=2)[O:5][C:6]=1[C:7]1[NH:11][CH:10]=[N:9][N:8]=1. (2) Given the reactants CC1(C)[O:7][C:6]2[CH:8]=[CH:9][C:10]([C@H:12]3[O:16]C(=O)[N:14]([CH2:18][CH2:19][C:20]4[CH:21]=[C:22]([CH:39]=[CH:40][CH:41]=4)[CH2:23][O:24][CH2:25][CH2:26][CH2:27][CH2:28][C:29]4[CH:30]=[C:31]([S:35]([NH2:38])(=[O:37])=[O:36])[CH:32]=[CH:33][CH:34]=4)[CH2:13]3)=[CH:11][C:5]=2[CH2:4][O:3]1.C[Si](C)(C)[O-].[K+].CO, predict the reaction product. The product is: [OH:16][C@H:12]([C:10]1[CH:9]=[CH:8][C:6]([OH:7])=[C:5]([CH2:4][OH:3])[CH:11]=1)[CH2:13][NH:14][CH2:18][CH2:19][C:20]1[CH:21]=[C:22]([CH:39]=[CH:40][CH:41]=1)[CH2:23][O:24][CH2:25][CH2:26][CH2:27][CH2:28][C:29]1[CH:30]=[C:31]([S:35]([NH2:38])(=[O:37])=[O:36])[CH:32]=[CH:33][CH:34]=1. (3) Given the reactants Cl[C:2]1[NH:6][C:5]2[CH:7]=[CH:8][CH:9]=[CH:10][C:4]=2[N:3]=1.[CH3:11][NH:12][CH3:13].O, predict the reaction product. The product is: [CH3:11][N:12]([CH3:13])[C:2]1[NH:6][C:5]2[CH:7]=[CH:8][CH:9]=[CH:10][C:4]=2[N:3]=1. (4) Given the reactants BrC1SC([C:7]2[NH:11][N:10]=[C:9]([C:12]([F:15])([F:14])[F:13])[CH:8]=2)=CC=1.ClC1SC(CCl)=CC=1.C([O-])([O-])=O.[K+].[K+], predict the reaction product. The product is: [F:13][C:12]([F:15])([F:14])[C:9]1[CH:8]=[CH:7][NH:11][N:10]=1. (5) Given the reactants Cl.Cl.[CH2:3]([O:5][C:6](=[O:28])[CH2:7][C:8]1[CH:9]=[N:10][CH:11]=[C:12]([C:14]2[CH:19]=[CH:18][C:17]([C:20]([F:23])([F:22])[F:21])=[CH:16][C:15]=2[CH2:24][NH:25][CH2:26][CH3:27])[CH:13]=1)[CH3:4].[Cl:29][C:30]1[CH:35]=[CH:34][C:33]([CH2:36][C:37](O)=[O:38])=[CH:32][N:31]=1, predict the reaction product. The product is: [CH2:3]([O:5][C:6](=[O:28])[CH2:7][C:8]1[CH:9]=[N:10][CH:11]=[C:12]([C:14]2[CH:19]=[CH:18][C:17]([C:20]([F:21])([F:23])[F:22])=[CH:16][C:15]=2[CH2:24][N:25]([C:37](=[O:38])[CH2:36][C:33]2[CH:32]=[N:31][C:30]([Cl:29])=[CH:35][CH:34]=2)[CH2:26][CH3:27])[CH:13]=1)[CH3:4]. (6) Given the reactants C([O-])([O-])=O.[Cs+].[Cs+].[C:7]([O:10][C@H:11]1[C@@H:24]([O:25][C:26](=[O:28])[CH3:27])[C@H:23]([O:29][C:30](=[O:32])[CH3:31])[C@@H:22]([CH2:33][O:34][C:35](=[O:37])[CH3:36])[O:21][C@@H:12]1[O:13][C:14]1[CH:19]=[CH:18][CH:17]=[C:16](I)[CH:15]=1)(=[O:9])[CH3:8].[N+:38]([C:41]1[CH:42]=[C:43]2[C:47](=[CH:48][CH:49]=1)[NH:46][CH2:45][CH2:44]2)([O-:40])=[O:39].C(OC(=O)C)(=O)C.C([O-])(O)=O.[Na+], predict the reaction product. The product is: [C:7]([O:10][C@H:11]1[C@@H:24]([O:25][C:26](=[O:28])[CH3:27])[C@H:23]([O:29][C:30](=[O:32])[CH3:31])[C@@H:22]([CH2:33][O:34][C:35](=[O:37])[CH3:36])[O:21][C@@H:12]1[O:13][C:14]1[CH:19]=[CH:18][CH:17]=[C:16]([N:46]2[C:47]3[C:43](=[CH:42][C:41]([N+:38]([O-:40])=[O:39])=[CH:49][CH:48]=3)[CH2:44][CH2:45]2)[CH:15]=1)(=[O:9])[CH3:8].